This data is from Peptide-MHC class I binding affinity with 185,985 pairs from IEDB/IMGT. The task is: Regression. Given a peptide amino acid sequence and an MHC pseudo amino acid sequence, predict their binding affinity value. This is MHC class I binding data. (1) The peptide sequence is FRAAVRAHF. The MHC is HLA-A30:01 with pseudo-sequence HLA-A30:01. The binding affinity (normalized) is 0.0847. (2) The peptide sequence is FPASHMATY. The MHC is HLA-A26:01 with pseudo-sequence HLA-A26:01. The binding affinity (normalized) is 0.898. (3) The peptide sequence is QVPGMQIT. The MHC is Mamu-A01 with pseudo-sequence Mamu-A01. The binding affinity (normalized) is 0. (4) The binding affinity (normalized) is 0.0847. The peptide sequence is IVFMWAIHH. The MHC is HLA-B57:01 with pseudo-sequence HLA-B57:01. (5) The peptide sequence is FLLPILSQIYT. The MHC is HLA-B14:02 with pseudo-sequence HLA-B14:02. The binding affinity (normalized) is 0.0847. (6) The binding affinity (normalized) is 0.820. The MHC is HLA-B07:02 with pseudo-sequence HLA-B07:02. The peptide sequence is HIRLHQQAL. (7) The peptide sequence is KSPLGAPM. The MHC is Mamu-A01 with pseudo-sequence Mamu-A01. The binding affinity (normalized) is 1.00. (8) The peptide sequence is KMVEPWLSSK. The MHC is HLA-A03:01 with pseudo-sequence HLA-A03:01. The binding affinity (normalized) is 0.774. (9) The peptide sequence is VMKRYSAPF. The MHC is HLA-B15:01 with pseudo-sequence HLA-B15:01. The binding affinity (normalized) is 0.785. (10) The MHC is HLA-A03:01 with pseudo-sequence HLA-A03:01. The binding affinity (normalized) is 0. The peptide sequence is VLQWASLAV.